Dataset: Retrosynthesis with 50K atom-mapped reactions and 10 reaction types from USPTO. Task: Predict the reactants needed to synthesize the given product. (1) Given the product COc1ccc2c(=O)n(CCNS(C)(=O)=O)c(CN(C)C)c(-c3ccccc3)c2c1, predict the reactants needed to synthesize it. The reactants are: COc1ccc2c(=O)n(CCN)c(CN(C)C)c(-c3ccccc3)c2c1.CS(=O)(=O)Cl. (2) Given the product CCOC(=O)C(C)(C)C(OCOC)c1ccccc1, predict the reactants needed to synthesize it. The reactants are: CCOC(=O)C(C)(C)C(O)c1ccccc1.COCCl. (3) Given the product O=C(O)C1Cc2cc(C(O)c3cccs3)c(Cl)c(Cl)c2O1, predict the reactants needed to synthesize it. The reactants are: O=C(c1cccs1)c1cc2c(c(Cl)c1Cl)OC(C(=O)O)C2. (4) Given the product CC(C)N1CC(=O)N(c2cc(N)c(Cl)cc2F)C1=O, predict the reactants needed to synthesize it. The reactants are: CC(C)N1CC(=O)N(c2cc([N+](=O)[O-])c(Cl)cc2F)C1=O.